This data is from Forward reaction prediction with 1.9M reactions from USPTO patents (1976-2016). The task is: Predict the product of the given reaction. Given the reactants [CH3:1][N:2]1[CH:6]=[C:5]([N+:7]([O-:9])=[O:8])[CH:4]=[C:3]1[C:10](=[O:15])C(Cl)(Cl)Cl.C(N([CH2:21][CH3:22])CC)C.[OH2:23], predict the reaction product. The product is: [CH3:1][N:2]1[CH:6]=[C:5]([N+:7]([O-:9])=[O:8])[CH:4]=[C:3]1[C:10]([O:15][CH2:21][CH3:22])=[O:23].